This data is from Peptide-MHC class II binding affinity with 134,281 pairs from IEDB. The task is: Regression. Given a peptide amino acid sequence and an MHC pseudo amino acid sequence, predict their binding affinity value. This is MHC class II binding data. (1) The peptide sequence is DSSGKDMPGGYCLEE. The MHC is DRB1_0101 with pseudo-sequence DRB1_0101. The binding affinity (normalized) is 0.165. (2) The peptide sequence is QKLIEDINASFRAAM. The MHC is HLA-DQA10101-DQB10501 with pseudo-sequence HLA-DQA10101-DQB10501. The binding affinity (normalized) is 0.153. (3) The peptide sequence is YATFFIKANSKFIGITE. The MHC is DRB1_1302 with pseudo-sequence DRB1_1302. The binding affinity (normalized) is 0.896. (4) The MHC is DRB3_0101 with pseudo-sequence DRB3_0101. The binding affinity (normalized) is 0.594. The peptide sequence is CQFLKVEKSQLLNEF. (5) The peptide sequence is AFILDHDNLFPKV. The MHC is DRB3_0101 with pseudo-sequence DRB3_0101. The binding affinity (normalized) is 0.814. (6) The peptide sequence is GELEFEEFVSLASRF. The MHC is DRB1_1001 with pseudo-sequence DRB1_1001. The binding affinity (normalized) is 0.708. (7) The peptide sequence is KESWGAIWRIDTP. The MHC is DRB1_0301 with pseudo-sequence DRB1_0301. The binding affinity (normalized) is 0.133. (8) The MHC is DRB1_0701 with pseudo-sequence DRB1_0701. The peptide sequence is SLYNTVATLYCVHQRIDV. The binding affinity (normalized) is 0.500.